This data is from Full USPTO retrosynthesis dataset with 1.9M reactions from patents (1976-2016). The task is: Predict the reactants needed to synthesize the given product. (1) Given the product [ClH:1].[CH2:35]([N:12]([CH2:13][CH2:14][CH2:15][C@H:16]([NH:32][C:33]([O:34][CH2:35][C:36]1[CH:37]=[CH:38][CH:39]=[CH:40][CH:41]=1)=[O:42])[C:17]([NH:19][CH2:20][CH:21]([OH:31])[CH2:22][NH2:23])=[O:18])[C:10](=[O:11])[OH:9])[C:36]1[CH:41]=[CH:40][CH:39]=[CH:38][CH:37]=1, predict the reactants needed to synthesize it. The reactants are: [ClH:1].C([O:9][C:10]([NH:12][CH2:13][CH2:14][CH2:15][C@H:16]([NH:32][C:33](=[O:42])[O:34][CH2:35][C:36]1[CH:41]=[CH:40][CH:39]=[CH:38][CH:37]=1)[C:17]([NH:19][CH2:20][CH:21]([OH:31])[CH2:22][NH:23]C(OC(C)(C)C)=O)=[O:18])=[O:11])C1C=CC=CC=1. (2) Given the product [C:20]([O:19][C:17](=[O:18])[NH:24][CH2:25][C:26]1[CH:27]=[CH:28][C:29]([C:2]2[CH:10]=[CH:9][N:8]=[C:7]3[NH:6][CH:5]=[CH:4][C:3]=23)=[CH:30][CH:31]=1)([CH3:23])([CH3:21])[CH3:22], predict the reactants needed to synthesize it. The reactants are: Cl[C:2]1[CH:10]=[CH:9][N:8]=[C:7]2[C:3]=1[CH:4]=[CH:5][NH:6]2.C([O-])([O-])=O.[K+].[K+].[C:17]([NH:24][CH2:25][C:26]1[CH:31]=[CH:30][C:29](B(O)O)=[CH:28][CH:27]=1)([O:19][C:20]([CH3:23])([CH3:22])[CH3:21])=[O:18]. (3) Given the product [Cl:1][C:2]1[CH:10]=[C:9]2[C:5]([C@@:6]3([C@@H:15]([C:16]4[CH:21]=[CH:20][CH:19]=[C:18]([Cl:22])[C:17]=4[F:23])[C@H:14]([C:24]([NH:34][C@H:35]4[CH2:40][CH2:39][C@H:38]([OH:41])[CH2:37][CH2:36]4)=[O:25])[NH:13][C:12]43[CH2:27][C:28]([CH2:30][F:31])([CH2:32][F:33])[CH2:29]4)[C:7](=[O:11])[NH:8]2)=[CH:4][CH:3]=1, predict the reactants needed to synthesize it. The reactants are: [Cl:1][C:2]1[CH:10]=[C:9]2[C:5]([C@@:6]3([C@@H:15]([C:16]4[CH:21]=[CH:20][CH:19]=[C:18]([Cl:22])[C:17]=4[F:23])[C@H:14]([C:24](O)=[O:25])[NH:13][C:12]43[CH2:29][C:28]([CH2:32][F:33])([CH2:30][F:31])[CH2:27]4)[C:7](=[O:11])[NH:8]2)=[CH:4][CH:3]=1.[NH2:34][C@H:35]1[CH2:40][CH2:39][C@H:38]([OH:41])[CH2:37][CH2:36]1.